Dataset: Forward reaction prediction with 1.9M reactions from USPTO patents (1976-2016). Task: Predict the product of the given reaction. (1) Given the reactants [N:1]1[CH:6]=[CH:5][CH:4]=[CH:3][C:2]=1[C:7]1[CH:8]=[CH:9][C:10]2[C:11]3[N:25](C4CCCCO4)[NH:24][CH2:23][C:12]=3[C:13](=[O:22])[N:14]([CH2:17][C:18]([F:21])([F:20])[F:19])[C:15]=2[CH:16]=1.N1C=CC=CC=1C1C=CC2C3C(=CN(C4CCCCO4)N=3)C(=O)N(CC(F)(F)F)C=2C=1.Cl.O1CCOCC1, predict the reaction product. The product is: [N:1]1[CH:6]=[CH:5][CH:4]=[CH:3][C:2]=1[C:7]1[CH:8]=[CH:9][C:10]2[C:11]3[NH:25][N:24]=[CH:23][C:12]=3[C:13](=[O:22])[N:14]([CH2:17][C:18]([F:20])([F:19])[F:21])[C:15]=2[CH:16]=1. (2) The product is: [CH2:1]([NH:8][C:9]1[C:10]2[C:18]([C:33]3[CH:34]=[CH:35][N:30]=[CH:31][CH:32]=3)=[CH:17][N:16]([S:20]([C:23]3[CH:29]=[CH:28][C:26]([CH3:27])=[CH:25][CH:24]=3)(=[O:22])=[O:21])[C:11]=2[N:12]=[C:13]([Cl:15])[N:14]=1)[C:2]1[CH:7]=[CH:6][CH:5]=[CH:4][CH:3]=1. Given the reactants [CH2:1]([NH:8][C:9]1[C:10]2[C:18](I)=[CH:17][N:16]([S:20]([C:23]3[CH:29]=[CH:28][C:26]([CH3:27])=[CH:25][CH:24]=3)(=[O:22])=[O:21])[C:11]=2[N:12]=[C:13]([Cl:15])[N:14]=1)[C:2]1[CH:7]=[CH:6][CH:5]=[CH:4][CH:3]=1.[N:30]1[CH:35]=[CH:34][C:33](B(O)O)=[CH:32][CH:31]=1.C([O-])([O-])=O.[Na+].[Na+], predict the reaction product. (3) Given the reactants [CH3:1][N:2]([CH3:11])[C:3]1[CH:10]=[CH:9][C:6]([C:7]#[N:8])=[CH:5][CH:4]=1.FC(F)(F)S(O[C:18]1[CH:23]=[CH:22]C=[CH:20][C:19]=1[Si](C)(C)C)(=O)=O.[F-].[K+].C1OCCOCCOCCOCCOCCOC1, predict the reaction product. The product is: [CH3:1][N:2]([C:11]1[CH:22]=[CH:23][CH:18]=[CH:19][CH:20]=1)[C:3]1[CH:10]=[CH:9][C:6]([C:7]#[N:8])=[CH:5][CH:4]=1. (4) Given the reactants [C:1]([C:5]1[N:10]=[CH:9][C:8]([C:11]2[N:12]([C:32]([N:34]3[CH2:39][CH2:38][CH:37]([CH2:40][C:41]([OH:43])=O)[CH2:36][CH2:35]3)=[O:33])[C@@:13]([C:25]3[CH:30]=[CH:29][C:28]([Cl:31])=[CH:27][CH:26]=3)([CH3:24])[C@@:14]([C:17]3[CH:22]=[CH:21][C:20]([Cl:23])=[CH:19][CH:18]=3)([CH3:16])[N:15]=2)=[C:7]([O:44][CH2:45][CH3:46])[CH:6]=1)([CH3:4])([CH3:3])[CH3:2].[F:47][C:48]1[CH:49]=[C:50]([C@@H:54]([NH2:56])[CH3:55])[CH:51]=[CH:52][CH:53]=1, predict the reaction product. The product is: [C:1]([C:5]1[N:10]=[CH:9][C:8]([C:11]2[N:12]([C:32]([N:34]3[CH2:35][CH2:36][CH:37]([CH2:40][C:41]([NH:56][C@H:54]([C:50]4[CH:51]=[CH:52][CH:53]=[C:48]([F:47])[CH:49]=4)[CH3:55])=[O:43])[CH2:38][CH2:39]3)=[O:33])[C@@:13]([C:25]3[CH:30]=[CH:29][C:28]([Cl:31])=[CH:27][CH:26]=3)([CH3:24])[C@@:14]([C:17]3[CH:22]=[CH:21][C:20]([Cl:23])=[CH:19][CH:18]=3)([CH3:16])[N:15]=2)=[C:7]([O:44][CH2:45][CH3:46])[CH:6]=1)([CH3:4])([CH3:2])[CH3:3].